Dataset: Forward reaction prediction with 1.9M reactions from USPTO patents (1976-2016). Task: Predict the product of the given reaction. (1) Given the reactants [OH:1][C:2]([CH3:50])([CH3:49])[C:3]#[C:4][C:5]1[N:6]=[C:7]([N:20](C(OC(C)(C)C)=O)[CH2:21][C@@H:22]([NH:34]C(=O)OC(C)(C)C)[CH2:23][C:24]2[CH:29]=[CH:28][C:27]([C:30]([F:33])([F:32])[F:31])=[CH:26][CH:25]=2)[S:8][C:9]=1[C:10]1[CH:11]=[C:12]2[C:17](=[CH:18][CH:19]=1)[CH:16]=[N:15][CH:14]=[CH:13]2.C(O)(C(F)(F)F)=O, predict the reaction product. The product is: [NH2:34][C@@H:22]([CH2:23][C:24]1[CH:25]=[CH:26][C:27]([C:30]([F:31])([F:33])[F:32])=[CH:28][CH:29]=1)[CH2:21][NH:20][C:7]1[S:8][C:9]([C:10]2[CH:11]=[C:12]3[C:17](=[CH:18][CH:19]=2)[CH:16]=[N:15][CH:14]=[CH:13]3)=[C:5]([C:4]#[C:3][C:2]([CH3:49])([OH:1])[CH3:50])[N:6]=1. (2) Given the reactants [CH2:1]([NH:8][CH:9]([CH3:13])[CH2:10][CH2:11][OH:12])[C:2]1[CH:7]=[CH:6][CH:5]=[CH:4][CH:3]=1.C(N(CC)CC)C.Cl[CH2:22][C:23](Cl)=[O:24].Cl.[OH-].[K+], predict the reaction product. The product is: [CH2:1]([N:8]1[CH:9]([CH3:13])[CH2:10][CH2:11][O:12][CH2:22][C:23]1=[O:24])[C:2]1[CH:7]=[CH:6][CH:5]=[CH:4][CH:3]=1. (3) Given the reactants Cl.Cl.[CH2:3]([NH:10][NH2:11])[C:4]1[CH:9]=[CH:8][CH:7]=[CH:6][CH:5]=1.CCN(C(C)C)C(C)C.O=[C:22]([CH2:28][C:29](=O)[CH3:30])[C:23]([O:25]CC)=[O:24], predict the reaction product. The product is: [CH2:3]([N:10]1[C:29]([CH3:30])=[CH:28][C:22]([C:23]([OH:25])=[O:24])=[N:11]1)[C:4]1[CH:9]=[CH:8][CH:7]=[CH:6][CH:5]=1.